This data is from Reaction yield outcomes from USPTO patents with 853,638 reactions. The task is: Predict the reaction yield, written as a fraction of the theoretical maximum amount of product (1.0 means a 100% yield; for example, 0.34 means a 34% yield). The reactants are [CH3:1][S:2]([CH2:5][N:6]1[C:11](=[O:12])[CH2:10][O:9][C:8]2[N:13]=[C:14]([C:23]3[CH:28]=[CH:27][C:26]([C:29]4([NH:33]C(=O)OC(C)(C)C)[CH2:32][CH2:31][CH2:30]4)=[CH:25][CH:24]=3)[C:15]([C:17]3[CH:22]=[CH:21][CH:20]=[CH:19][CH:18]=3)=[CH:16][C:7]1=2)(=[O:4])=[O:3]. The catalyst is C(O)(C(F)(F)F)=O. The product is [NH2:33][C:29]1([C:26]2[CH:27]=[CH:28][C:23]([C:14]3[C:15]([C:17]4[CH:18]=[CH:19][CH:20]=[CH:21][CH:22]=4)=[CH:16][C:7]4[N:6]([CH2:5][S:2]([CH3:1])(=[O:4])=[O:3])[C:11](=[O:12])[CH2:10][O:9][C:8]=4[N:13]=3)=[CH:24][CH:25]=2)[CH2:32][CH2:31][CH2:30]1. The yield is 0.980.